This data is from TCR-epitope binding with 47,182 pairs between 192 epitopes and 23,139 TCRs. The task is: Binary Classification. Given a T-cell receptor sequence (or CDR3 region) and an epitope sequence, predict whether binding occurs between them. (1) The epitope is LEPLVDLPI. The TCR CDR3 sequence is CAMGTVNTGELFF. Result: 1 (the TCR binds to the epitope). (2) The epitope is KTSVDCTMYI. The TCR CDR3 sequence is CASSLPGTAEAFF. Result: 0 (the TCR does not bind to the epitope). (3) The epitope is LLMPILTLT. The TCR CDR3 sequence is CASSLSSGRKGNEQFF. Result: 1 (the TCR binds to the epitope).